Dataset: Forward reaction prediction with 1.9M reactions from USPTO patents (1976-2016). Task: Predict the product of the given reaction. Given the reactants C([O:3][CH:4](OCC)[C:5]1[CH:6]=[CH:7][C:8]([C:11]2[CH:15]=[N:14][N:13]([CH3:16])[N:12]=2)=[N:9][CH:10]=1)C.Cl.C(=O)(O)[O-].[Na+], predict the reaction product. The product is: [CH3:16][N:13]1[N:12]=[C:11]([C:8]2[CH:7]=[CH:6][C:5]([CH:4]=[O:3])=[CH:10][N:9]=2)[CH:15]=[N:14]1.